Predict the product of the given reaction. From a dataset of Forward reaction prediction with 1.9M reactions from USPTO patents (1976-2016). (1) Given the reactants [CH2:1]([O:3][C:4](=[O:27])[CH:5]([C:7]1[CH:8]=[C:9]([C:15]2[CH:20]=[CH:19][C:18]([C:21]([F:24])([F:23])[F:22])=[CH:17][C:16]=2[CH:25]=O)[C:10]([O:13][CH3:14])=[CH:11][CH:12]=1)[CH3:6])[CH3:2].[CH2:28]([NH2:30])[CH3:29], predict the reaction product. The product is: [CH2:1]([O:3][C:4](=[O:27])[CH:5]([C:7]1[CH:8]=[C:9]([C:15]2[CH:20]=[CH:19][C:18]([C:21]([F:23])([F:24])[F:22])=[CH:17][C:16]=2[CH2:25][NH:30][CH2:28][CH3:29])[C:10]([O:13][CH3:14])=[CH:11][CH:12]=1)[CH3:6])[CH3:2]. (2) Given the reactants [OH:1][CH2:2][CH2:3][C:4]1[C:9]([C:10]#N)=[CH:8][N:7]=[CH:6][CH:5]=1.CO.C([O-])(O)=[O:15].[Na+], predict the reaction product. The product is: [C:10]1(=[O:15])[C:9]2=[CH:8][N:7]=[CH:6][CH:5]=[C:4]2[CH2:3][CH2:2][O:1]1. (3) Given the reactants C([O:3][C:4](=O)[C:5]([C:8]1[CH:13]=[CH:12][C:11]([N+:14]([O-])=O)=[CH:10][C:9]=1[N+:17]([O-])=O)([CH3:7])[CH3:6])C, predict the reaction product. The product is: [NH2:14][C:11]1[CH:10]=[C:9]2[C:8]([C:5]([CH3:7])([CH3:6])[C:4](=[O:3])[NH:17]2)=[CH:13][CH:12]=1. (4) Given the reactants FC(F)(F)C([NH:5][CH2:6][CH2:7][CH:8]([OH:20])[C:9]1[CH:14]=[CH:13][CH:12]=[C:11]([C:15]#[C:16][CH2:17][CH2:18][OH:19])[CH:10]=1)=O.C(=O)([O-])[O-].[K+].[K+].O, predict the reaction product. The product is: [NH2:5][CH2:6][CH2:7][CH:8]([C:9]1[CH:10]=[C:11]([C:15]#[C:16][CH2:17][CH2:18][OH:19])[CH:12]=[CH:13][CH:14]=1)[OH:20].